From a dataset of Reaction yield outcomes from USPTO patents with 853,638 reactions. Predict the reaction yield, written as a fraction of the theoretical maximum amount of product (1.0 means a 100% yield; for example, 0.34 means a 34% yield). (1) The reactants are [OH:1][C:2]1[C:7]([C:8]2[CH:17]=[CH:16][C:15]([N+:18]([O-:20])=[O:19])=[CH:14][C:9]=2[C:10]([O:12]C)=[O:11])=[CH:6][CH:5]=[CH:4][N:3]=1.Cl. The catalyst is CO. The product is [OH:1][C:2]1[C:7]([C:8]2[CH:17]=[CH:16][C:15]([N+:18]([O-:20])=[O:19])=[CH:14][C:9]=2[C:10]([OH:12])=[O:11])=[CH:6][CH:5]=[CH:4][N:3]=1. The yield is 0.930. (2) The reactants are N(OC(C)(C)C)=O.[CH2:8]([O:10][C:11]([C:13]1[CH:14]=[N:15][N:16]([CH3:19])[C:17]=1N)=[O:12])[CH3:9].[ClH:20]. The catalyst is C(#N)C. The product is [CH2:8]([O:10][C:11]([C:13]1[CH:14]=[N:15][N:16]([CH3:19])[C:17]=1[Cl:20])=[O:12])[CH3:9]. The yield is 0.640.